The task is: Predict the product of the given reaction.. This data is from Forward reaction prediction with 1.9M reactions from USPTO patents (1976-2016). (1) The product is: [Cl:10][C:6]1[C:7]([C:8]#[N:9])=[C:2]([NH:18][C:17]2[CH:19]=[CH:20][C:14]([I:13])=[CH:15][CH:16]=2)[N:3]=[C:4]([S:11][CH3:12])[N:5]=1. Given the reactants Cl[C:2]1[C:7]([C:8]#[N:9])=[C:6]([Cl:10])[N:5]=[C:4]([S:11][CH3:12])[N:3]=1.[I:13][C:14]1[CH:20]=[CH:19][C:17]([NH2:18])=[CH:16][CH:15]=1, predict the reaction product. (2) Given the reactants FC(F)(F)C([NH:5][CH2:6][CH2:7][O:8][CH2:9][CH2:10][O:11][CH2:12][CH2:13][OH:14])=O.C(O)COCCOCCO.[N-:27]=[N+:28]=[N-], predict the reaction product. The product is: [N:5]([CH2:6][CH2:7][O:8][CH2:9][CH2:10][O:11][CH2:12][CH2:13][OH:14])=[N+:27]=[N-:28]. (3) The product is: [CH3:11][C:2]1[S:1][CH:5]=[CH:4][C:3]=1[CH:6]1[O:10][CH2:9][CH2:8][O:7]1. Given the reactants [S:1]1[CH:5]=[CH:4][C:3]([CH:6]2[O:10][CH2:9][CH2:8][O:7]2)=[CH:2]1.[CH2:11]([Li])CCC.CI.O, predict the reaction product. (4) The product is: [CH3:2][C:1]1[O:16][C:6]([C:7]2[CH:12]=[CH:11][CH:10]=[CH:9][C:8]=2[N+:13]([O-:15])=[O:14])=[N:5][N:4]=1. Given the reactants [C:1]([NH:4][NH:5][C:6](=[O:16])[C:7]1[CH:12]=[CH:11][CH:10]=[CH:9][C:8]=1[N+:13]([O-:15])=[O:14])(=O)[CH3:2].P(Cl)(Cl)(Cl)=O, predict the reaction product. (5) Given the reactants [Si:1]([O:18][CH2:19][CH2:20][C@H:21]([O:23][C:24]1[CH:29]=[CH:28][CH:27]=[CH:26][C:25]=1[C:30]1[CH:35]=[CH:34][C:33]([C:36]([O:38]CC2C=CC=CC=2)=[O:37])=[C:32]([F:46])[CH:31]=1)[CH3:22])([C:14]([CH3:17])([CH3:16])[CH3:15])([C:8]1[CH:13]=[CH:12][CH:11]=[CH:10][CH:9]=1)[C:2]1[CH:7]=[CH:6][CH:5]=[CH:4][CH:3]=1, predict the reaction product. The product is: [Si:1]([O:18][CH2:19][CH2:20][C@H:21]([O:23][C:24]1[CH:29]=[CH:28][CH:27]=[CH:26][C:25]=1[C:30]1[CH:35]=[CH:34][C:33]([C:36]([OH:38])=[O:37])=[C:32]([F:46])[CH:31]=1)[CH3:22])([C:14]([CH3:16])([CH3:17])[CH3:15])([C:8]1[CH:13]=[CH:12][CH:11]=[CH:10][CH:9]=1)[C:2]1[CH:3]=[CH:4][CH:5]=[CH:6][CH:7]=1. (6) Given the reactants Cl[S:2]([C:5]1[CH:10]=[CH:9][C:8]([N:11]=[C:12]=[O:13])=[CH:7][CH:6]=1)(=[O:4])=[O:3].[CH3:14][O:15][C:16]1[CH:25]=[CH:24][C:23]([N:26]2[CH2:31][CH2:30][N:29]([CH3:32])[CH2:28][CH2:27]2)=[C:22]2[C:17]=1[CH2:18][CH2:19][NH:20][CH2:21]2.[CH3:33][NH2:34], predict the reaction product. The product is: [CH3:33][NH:34][S:2]([C:5]1[CH:10]=[CH:9][C:8]([NH:11][C:12]([N:20]2[CH2:19][CH2:18][C:17]3[C:22](=[C:23]([N:26]4[CH2:27][CH2:28][N:29]([CH3:32])[CH2:30][CH2:31]4)[CH:24]=[CH:25][C:16]=3[O:15][CH3:14])[CH2:21]2)=[O:13])=[CH:7][CH:6]=1)(=[O:4])=[O:3]. (7) Given the reactants [B:1]([C:4]1[CH:5]=[C:6]([CH:10]=[CH:11][CH:12]=1)[C:7]([OH:9])=O)([OH:3])[OH:2].CCN=C=NCCCN(C)C.[NH2:24][CH2:25][CH2:26][CH2:27][CH2:28][CH2:29][NH:30][C:31](=[O:57])[CH2:32][C@@H:33]1[N:39]=[C:38]([C:40]2[CH:45]=[CH:44][C:43]([Cl:46])=[CH:42][CH:41]=2)[C:37]2[CH:47]=[C:48]([O:51][CH3:52])[CH:49]=[CH:50][C:36]=2[N:35]2[C:53]([CH3:56])=[N:54][N:55]=[C:34]12.ClC1C=CC(C2C3C=C(OC)C=CC=3N3C(C)=NN=C3[C@H](CC(NCCNC(C3C=CC(B(O)O)=CC=3)=O)=O)N=2)=CC=1, predict the reaction product. The product is: [Cl:46][C:43]1[CH:44]=[CH:45][C:40]([C:38]2[C:37]3[CH:47]=[C:48]([O:51][CH3:52])[CH:49]=[CH:50][C:36]=3[N:35]3[C:53]([CH3:56])=[N:54][N:55]=[C:34]3[C@H:33]([CH2:32][C:31]([NH:30][CH2:29][CH2:28][CH2:27][CH2:26][CH2:25][NH:24][C:7]([C:6]3[CH:5]=[C:4]([B:1]([OH:2])[OH:3])[CH:12]=[CH:11][CH:10]=3)=[O:9])=[O:57])[N:39]=2)=[CH:41][CH:42]=1. (8) Given the reactants [NH2:1][C:2]1[C:24]([Cl:25])=[CH:23][C:5]([C:6]([NH:8][CH2:9][CH:10]2[O:15][CH2:14][CH2:13][N:12]([CH2:16][CH:17]3[CH2:22][CH2:21][NH:20][CH2:19][CH2:18]3)[CH2:11]2)=[O:7])=[C:4]([O:26][CH2:27][CH3:28])[CH:3]=1.[N:29]#[C:30]Br, predict the reaction product. The product is: [NH2:1][C:2]1[C:24]([Cl:25])=[CH:23][C:5]([C:6]([NH:8][CH2:9][CH:10]2[O:15][CH2:14][CH2:13][N:12]([CH2:16][CH:17]3[CH2:18][CH2:19][N:20]([C:30]#[N:29])[CH2:21][CH2:22]3)[CH2:11]2)=[O:7])=[C:4]([O:26][CH2:27][CH3:28])[CH:3]=1. (9) Given the reactants [Cl:1][C:2]1[CH:3]=[C:4]([CH:15]=[CH:16][CH:17]=1)[CH2:5][C:6]1[N:11]=[CH:10][C:9]([N+:12]([O-])=O)=[CH:8][N:7]=1.[Sn](Cl)(Cl)(Cl)Cl.[OH-].[Na+], predict the reaction product. The product is: [Cl:1][C:2]1[CH:3]=[C:4]([CH:15]=[CH:16][CH:17]=1)[CH2:5][C:6]1[N:7]=[CH:8][C:9]([NH2:12])=[CH:10][N:11]=1.